Dataset: Peptide-MHC class I binding affinity with 185,985 pairs from IEDB/IMGT. Task: Regression. Given a peptide amino acid sequence and an MHC pseudo amino acid sequence, predict their binding affinity value. This is MHC class I binding data. (1) The peptide sequence is AYQPTRWFI. The MHC is HLA-A02:03 with pseudo-sequence HLA-A02:03. The binding affinity (normalized) is 0.0847. (2) The peptide sequence is VEIPNRIVF. The MHC is HLA-B44:02 with pseudo-sequence HLA-B44:02. The binding affinity (normalized) is 0.0847. (3) The peptide sequence is EMVMCGGSLY. The MHC is HLA-A26:01 with pseudo-sequence HLA-A26:01. The binding affinity (normalized) is 0.724. (4) The peptide sequence is KSLTTTMQFK. The MHC is HLA-B40:02 with pseudo-sequence HLA-B40:02. The binding affinity (normalized) is 0.0847. (5) The peptide sequence is IRKVEWPDL. The MHC is HLA-B46:01 with pseudo-sequence HLA-B46:01. The binding affinity (normalized) is 0.0847. (6) The peptide sequence is EELSLMYETL. The MHC is HLA-B44:03 with pseudo-sequence HLA-B44:03. The binding affinity (normalized) is 0.336. (7) The peptide sequence is YVIKVSARV. The MHC is Mamu-A01 with pseudo-sequence Mamu-A01. The binding affinity (normalized) is 0.236.